From a dataset of NCI-60 drug combinations with 297,098 pairs across 59 cell lines. Regression. Given two drug SMILES strings and cell line genomic features, predict the synergy score measuring deviation from expected non-interaction effect. (1) Drug 1: C1CCN(CC1)CCOC2=CC=C(C=C2)C(=O)C3=C(SC4=C3C=CC(=C4)O)C5=CC=C(C=C5)O. Drug 2: C1=CN(C(=O)N=C1N)C2C(C(C(O2)CO)O)O.Cl. Cell line: BT-549. Synergy scores: CSS=31.8, Synergy_ZIP=-5.22, Synergy_Bliss=1.84, Synergy_Loewe=-20.6, Synergy_HSA=0.697. (2) Drug 1: CCC1(CC2CC(C3=C(CCN(C2)C1)C4=CC=CC=C4N3)(C5=C(C=C6C(=C5)C78CCN9C7C(C=CC9)(C(C(C8N6C=O)(C(=O)OC)O)OC(=O)C)CC)OC)C(=O)OC)O.OS(=O)(=O)O. Drug 2: C#CCC(CC1=CN=C2C(=N1)C(=NC(=N2)N)N)C3=CC=C(C=C3)C(=O)NC(CCC(=O)O)C(=O)O. Cell line: NCI-H522. Synergy scores: CSS=68.6, Synergy_ZIP=0.349, Synergy_Bliss=-2.38, Synergy_Loewe=-2.56, Synergy_HSA=-1.79.